Dataset: Reaction yield outcomes from USPTO patents with 853,638 reactions. Task: Predict the reaction yield, written as a fraction of the theoretical maximum amount of product (1.0 means a 100% yield; for example, 0.34 means a 34% yield). The product is [C:18]([NH:15][CH2:7][C@H:5]([C:4]([OH:3])=[O:11])[OH:6])([O:53][CH2:52][CH:50]1[C:51]2[C:43](=[CH:42][CH:41]=[CH:40][CH:39]=2)[C:44]2[C:49]1=[CH:48][CH:47]=[CH:46][CH:45]=2)=[O:20]. The yield is 0.280. The catalyst is C(#N)C. The reactants are CC1(C)[O:6][C@H:5]([CH2:7]C(O)=O)[C:4](=[O:11])[O:3]1.C([N:15]([CH2:18]C)CC)C.[O:20](P(N=[N+]=[N-])(OC1C=CC=CC=1)=O)C1C=CC=CC=1.[CH:39]1[C:51]2[CH:50]([CH2:52][OH:53])[C:49]3[C:44](=[CH:45][CH:46]=[CH:47][CH:48]=3)[C:43]=2[CH:42]=[CH:41][CH:40]=1.Cl.